This data is from Full USPTO retrosynthesis dataset with 1.9M reactions from patents (1976-2016). The task is: Predict the reactants needed to synthesize the given product. (1) The reactants are: [N:1]([C:4]1[CH:5]=[CH:6][C:7]([CH3:30])=[C:8]([C:10]([C:12]2[CH:17]=[CH:16][C:15]([NH:18][C:19]3[CH:24]=[CH:23][C:22]([C:25](F)(F)F)=[CH:21][CH:20]=3)=[CH:14][C:13]=2[Cl:29])=[O:11])[CH:9]=1)=[N+:2]=[N-:3].NC1C=CC(C)=C(C(C2C=CC(NC3C=CC([Cl:53])=CC=3C)=CC=2Cl)=O)C=1. Given the product [N:1]([C:4]1[CH:5]=[CH:6][C:7]([CH3:30])=[C:8]([C:10]([C:12]2[CH:17]=[CH:16][C:15]([NH:18][C:19]3[CH:20]=[CH:21][C:22]([Cl:53])=[CH:25][C:24]=3[CH3:23])=[CH:14][C:13]=2[Cl:29])=[O:11])[CH:9]=1)=[N+:2]=[N-:3], predict the reactants needed to synthesize it. (2) Given the product [NH2:13][C:3]1[C:2]([F:1])=[CH:7][CH:6]=[CH:5][C:4]=1[CH2:8][C:9]([O:11][CH3:12])=[O:10], predict the reactants needed to synthesize it. The reactants are: [F:1][C:2]1[C:3]([N+:13]([O-])=O)=[C:4]([CH2:8][C:9]([O:11][CH3:12])=[O:10])[CH:5]=[CH:6][CH:7]=1. (3) Given the product [NH2:15][C:3]1[CH:4]=[CH:5][C:6]([N:8]2[CH2:13][CH2:12][CH:11]([OH:14])[CH2:10][CH2:9]2)=[N:7][C:2]=1[NH2:1], predict the reactants needed to synthesize it. The reactants are: [NH2:1][C:2]1[N:7]=[C:6]([N:8]2[CH2:13][CH2:12][CH:11]([OH:14])[CH2:10][CH2:9]2)[CH:5]=[CH:4][C:3]=1[N+:15]([O-])=O. (4) Given the product [N+:5]([C:8]1[CH:13]=[CH:12][CH:11]=[CH:10][C:9]=1[S:14]([N:17]([CH2:31][C:32]1[CH:33]=[CH:34][CH:35]=[C:36]2[C:41]=1[NH:40][CH2:39][CH2:38][CH2:37]2)[C:18]1[CH:19]=[CH:20][C:21]([C@@H:24]2[CH2:26][C@H:25]2[C:27]([O:29][CH3:30])=[O:28])=[CH:22][CH:23]=1)(=[O:15])=[O:16])([O-:7])=[O:6], predict the reactants needed to synthesize it. The reactants are: C([BH3-])#N.[Na+].[N+:5]([C:8]1[CH:13]=[CH:12][CH:11]=[CH:10][C:9]=1[S:14]([N:17]([CH2:31][C:32]1[CH:33]=[CH:34][CH:35]=[C:36]2[C:41]=1[N:40]=[CH:39][CH:38]=[CH:37]2)[C:18]1[CH:23]=[CH:22][C:21]([C@@H:24]2[CH2:26][C@H:25]2[C:27]([O:29][CH3:30])=[O:28])=[CH:20][CH:19]=1)(=[O:16])=[O:15])([O-:7])=[O:6].C(=O)(O)[O-].[Na+].C(=O)([O-])[O-].[Na+].[Na+].